Dataset: Catalyst prediction with 721,799 reactions and 888 catalyst types from USPTO. Task: Predict which catalyst facilitates the given reaction. Reactant: Br[C:2]1[CH:7]=[CH:6][C:5]([N+:8]([O-:10])=[O:9])=[CH:4][N:3]=1.[CH3:11][O:12][C:13](=[O:36])[CH2:14][CH:15]1[CH2:20][CH2:19][CH:18]([C:21]2[CH:26]=[CH:25][C:24](B3OC(C)(C)C(C)(C)O3)=[CH:23][CH:22]=2)[CH2:17][CH2:16]1.C(=O)([O-])[O-].[K+].[K+]. Product: [CH3:11][O:12][C:13](=[O:36])[CH2:14][CH:15]1[CH2:16][CH2:17][CH:18]([C:21]2[CH:22]=[CH:23][C:24]([C:2]3[CH:7]=[CH:6][C:5]([N+:8]([O-:10])=[O:9])=[CH:4][N:3]=3)=[CH:25][CH:26]=2)[CH2:19][CH2:20]1. The catalyst class is: 276.